Task: Regression. Given two drug SMILES strings and cell line genomic features, predict the synergy score measuring deviation from expected non-interaction effect.. Dataset: Merck oncology drug combination screen with 23,052 pairs across 39 cell lines Synergy scores: synergy=7.42. Cell line: SKMES1. Drug 1: N.N.O=C(O)C1(C(=O)O)CCC1.[Pt]. Drug 2: O=C(CCCCCCC(=O)Nc1ccccc1)NO.